Dataset: Catalyst prediction with 721,799 reactions and 888 catalyst types from USPTO. Task: Predict which catalyst facilitates the given reaction. (1) Reactant: [F:1][C:2]1[CH:7]=[CH:6][CH:5]=[C:4]([C:8]2[CH:13]=[CH:12][C:11]([CH2:14][NH:15][C:16]3[CH:21]=[C:20]([N+]([O-])=O)[CH:19]=[CH:18][N+:17]=3[O-:25])=[C:10]([F:26])[CH:9]=2)[C:3]=1[C:27]([O:29][CH3:30])=[O:28].CN1CCOCC1.[SH:38][CH2:39][CH2:40][CH2:41][OH:42]. Product: [F:1][C:2]1[CH:7]=[CH:6][CH:5]=[C:4]([C:8]2[CH:13]=[CH:12][C:11]([CH2:14][NH:15][C:16]3[CH:21]=[C:20]([S:38][CH2:39][CH2:40][CH2:41][OH:42])[CH:19]=[CH:18][N+:17]=3[O-:25])=[C:10]([F:26])[CH:9]=2)[C:3]=1[C:27]([O:29][CH3:30])=[O:28]. The catalyst class is: 5. (2) Reactant: C(N(CC)CC)C.C(O)=O.[Br:11][C:12]1[C:20]2[O:19][CH2:18][C:17](=[O:21])[C:16]=2[CH:15]=[CH:14][CH:13]=1.C(OCC)(=O)C. Product: [Br:11][C:12]1[C:20]2[O:19][CH2:18][CH:17]([OH:21])[C:16]=2[CH:15]=[CH:14][CH:13]=1. The catalyst class is: 34. (3) Reactant: [Cl:1][C:2]1[C:3]([F:9])=[C:4]([CH:6]=[CH:7][CH:8]=1)[NH2:5].C[Al](C)C.[CH3:14][C@H:15]1[N:20]([CH3:21])[C@@H:19]([CH3:22])[CH2:18][N:17]([C:23]2[CH:24]=[CH:25][C:26]3[O:30][CH:29]=[C:28]([C:31](OC)=[O:32])[C:27]=3[CH:35]=2)[CH2:16]1.C([O-])([O-])=O.[Na+].[Na+]. Product: [Cl:1][C:2]1[C:3]([F:9])=[C:4]([NH:5][C:31]([C:28]2[C:27]3[CH:35]=[C:23]([N:17]4[CH2:16][C@H:15]([CH3:14])[N:20]([CH3:21])[C@H:19]([CH3:22])[CH2:18]4)[CH:24]=[CH:25][C:26]=3[O:30][CH:29]=2)=[O:32])[CH:6]=[CH:7][CH:8]=1. The catalyst class is: 11. (4) Reactant: [C:1](CO)#C.[CH3:5][O:6][C:7](=[O:16])[C:8]1[C:9](=[CH:11][CH:12]=[C:13]([I:15])[CH:14]=1)[OH:10].[CH:34]1[CH:33]=CC(P([C:30]2[CH:35]=[CH:34][CH:33]=CC=2)[C:34]2[CH:33]=CC=[CH:30][CH:35]=2)=[CH:30][CH:35]=1.N(C(OC(C)C)=O)=NC(OC(C)C)=O. Product: [CH3:5][O:6][C:7](=[O:16])[C:8]1[CH:14]=[C:13]([I:15])[CH:12]=[CH:11][C:9]=1[O:10][C:35]([CH3:30])([CH3:1])[C:34]#[CH:33]. The catalyst class is: 11. (5) Reactant: [CH2:1]([O:8][C:9]([C:11]1([C:14]([OH:16])=O)[CH2:13][CH2:12]1)=[O:10])[C:2]1[CH:7]=[CH:6][CH:5]=[CH:4][CH:3]=1.CN1CCOCC1.S(Cl)(Cl)=O.[NH2:28][C:29]1[C:44]([F:45])=[CH:43][C:32]([O:33][C:34]2[CH:39]=[CH:38][N:37]=[C:36]([C:40]([NH2:42])=[O:41])[CH:35]=2)=[C:31]([F:46])[CH:30]=1. Product: [NH2:42][C:40]([C:36]1[CH:35]=[C:34]([O:33][C:32]2[C:31]([F:46])=[CH:30][C:29]([NH:28][C:14]([C:11]3([C:9]([O:8][CH2:1][C:2]4[CH:3]=[CH:4][CH:5]=[CH:6][CH:7]=4)=[O:10])[CH2:12][CH2:13]3)=[O:16])=[C:44]([F:45])[CH:43]=2)[CH:39]=[CH:38][N:37]=1)=[O:41]. The catalyst class is: 7. (6) Reactant: [C:1]([O:5][C:6]([NH:8][C:9]1([CH3:25])[CH2:14][CH2:13][CH2:12][N:11](C(OCC2C=CC=CC=2)=O)[CH2:10]1)=[O:7])([CH3:4])([CH3:3])[CH3:2]. Product: [CH3:25][C:9]1([NH:8][C:6](=[O:7])[O:5][C:1]([CH3:4])([CH3:3])[CH3:2])[CH2:14][CH2:13][CH2:12][NH:11][CH2:10]1. The catalyst class is: 50. (7) Reactant: [Li]CCCC.[S].Cl.S1C(SC[C:15]([N:17]2[C:26]3[C:21](=[CH:22][CH:23]=[CH:24][CH:25]=3)[CH2:20][CH2:19][CH2:18]2)=O)=CC2C=CC=CC1=2.S1C(S)=CC2C=CC=CC1=2.[H-].[Na+].ClCC(N1C2C(=CC=CC=2)CCC1)=[O:46]. Product: [NH:17]1[CH2:15][CH2:18][CH2:19][C:20](=[O:46])[C:21]2[CH:22]=[CH:23][CH:24]=[CH:25][C:26]1=2. The catalyst class is: 332. (8) Reactant: [CH3:1][C:2]1([CH3:10])[CH2:7][CH2:6][C:5](OC)=[N:4][CH2:3]1.[Cl-:11].[NH4+:12]. Product: [ClH:11].[CH3:1][C:2]1([CH3:10])[CH2:3][NH:4][C:5](=[NH:12])[CH2:6][CH2:7]1. The catalyst class is: 8. (9) Reactant: ClC(OCC)=O.[C:7]([O:11][C:12]([NH:14][C@@H:15]([CH2:19][C:20]1[CH:25]=[CH:24][CH:23]=[CH:22][CH:21]=1)[C:16]([OH:18])=O)=[O:13])([CH3:10])([CH3:9])[CH3:8].CCN(C(C)C)C(C)C.[NH2:35][CH2:36][C:37](=[C:39]1[CH2:44][CH2:43][CH2:42][N:41]([C:45]2[C:54]([O:55][CH3:56])=[C:53]3[C:48]([C:49](=[O:63])[C:50]([C:60]([OH:62])=[O:61])=[CH:51][N:52]3[CH:57]3[CH2:59][CH2:58]3)=[CH:47][C:46]=2[F:64])[CH2:40]1)[F:38]. Product: [C:7]([O:11][C:12]([NH:14][C@@H:15]([CH2:19][C:20]1[CH:25]=[CH:24][CH:23]=[CH:22][CH:21]=1)[C:16]([NH:35][CH2:36][C:37](=[C:39]1[CH2:44][CH2:43][CH2:42][N:41]([C:45]2[C:54]([O:55][CH3:56])=[C:53]3[C:48]([C:49](=[O:63])[C:50]([C:60]([OH:62])=[O:61])=[CH:51][N:52]3[CH:57]3[CH2:59][CH2:58]3)=[CH:47][C:46]=2[F:64])[CH2:40]1)[F:38])=[O:18])=[O:13])([CH3:8])([CH3:9])[CH3:10]. The catalyst class is: 674.